Dataset: Catalyst prediction with 721,799 reactions and 888 catalyst types from USPTO. Task: Predict which catalyst facilitates the given reaction. (1) Reactant: [N:1]([C:4]1[CH:9]=[CH:8][C:7]([O:10][CH3:11])=[CH:6][CH:5]=1)=[N+:2]=[N-:3].[Cl:12][C:13]1[CH:18]=[C:17]([F:19])[CH:16]=[CH:15][C:14]=1[CH2:20][C:21]#[N:22].C[O-].[Na+]. Product: [Cl:12][C:13]1[CH:18]=[C:17]([F:19])[CH:16]=[CH:15][C:14]=1[C:20]1[N:3]=[N:2][N:1]([C:4]2[CH:5]=[CH:6][C:7]([O:10][CH3:11])=[CH:8][CH:9]=2)[C:21]=1[NH2:22]. The catalyst class is: 8. (2) Reactant: C([C@@:3]1([CH:10]=[CH2:11])[CH2:5][C@@:4]1([C:7]([O-:9])=[O:8])[NH2:6])C.[C:12]([O:16][C:17]([N:19]1[CH:28]([C:29]([OH:31])=O)[CH2:27][C:26]2[C:21](=[CH:22][CH:23]=[C:24]([O:32][C:33]3[CH:38]=[CH:37][CH:36]=[C:35]([Cl:39])[CH:34]=3)[CH:25]=2)[CH2:20]1)=[O:18])([CH3:15])([CH3:14])[CH3:13].CN(C(ON1N=N[C:50]2C=CC=N[C:49]1=2)=[N+](C)C)C.F[P-](F)(F)(F)(F)F.CCN(C(C)C)C(C)C. Product: [CH2:49]([O:9][C:7]([C@@:4]1([NH:6][C:29]([CH:28]2[CH2:27][C:26]3[C:21](=[CH:22][CH:23]=[C:24]([O:32][C:33]4[CH:38]=[CH:37][CH:36]=[C:35]([Cl:39])[CH:34]=4)[CH:25]=3)[CH2:20][N:19]2[C:17]([O:16][C:12]([CH3:15])([CH3:14])[CH3:13])=[O:18])=[O:31])[CH2:5][C@H:3]1[CH:10]=[CH2:11])=[O:8])[CH3:50]. The catalyst class is: 3. (3) Reactant: [CH3:1][O:2][C:3]([C:5]1[CH:10]=[CH:9][C:8]([NH:11][CH2:12][CH2:13][CH2:14][CH2:15][S:16]([OH:19])(=O)=[O:17])=[CH:7][CH:6]=1)=[O:4]. Product: [O:17]=[S:16]1(=[O:19])[CH2:15][CH2:14][CH2:13][CH2:12][N:11]1[C:8]1[CH:9]=[CH:10][C:5]([C:3]([O:2][CH3:1])=[O:4])=[CH:6][CH:7]=1. The catalyst class is: 265. (4) Reactant: C([O:3][C:4]([C:6]1[S:10][C:9]([NH:11][C:12]2[CH:17]=[CH:16][CH:15]=[CH:14][C:13]=2/[CH:18]=[CH:19]/[C:20]2[C:28]3[C:23](=[CH:24][CH:25]=[CH:26][CH:27]=3)[NH:22][N:21]=2)=[N:8][CH:7]=1)=[O:5])C.[OH-].[Na+].O. Product: [NH:22]1[C:23]2[C:28](=[CH:27][CH:26]=[CH:25][CH:24]=2)[C:20](/[CH:19]=[CH:18]/[C:13]2[CH:14]=[CH:15][CH:16]=[CH:17][C:12]=2[NH:11][C:9]2[S:10][C:6]([C:4]([OH:5])=[O:3])=[CH:7][N:8]=2)=[N:21]1. The catalyst class is: 5.